From a dataset of Peptide-MHC class I binding affinity with 185,985 pairs from IEDB/IMGT. Regression. Given a peptide amino acid sequence and an MHC pseudo amino acid sequence, predict their binding affinity value. This is MHC class I binding data. (1) The peptide sequence is WLGAAITLVV. The MHC is HLA-A02:01 with pseudo-sequence HLA-A02:01. The binding affinity (normalized) is 0.555. (2) The peptide sequence is QAISPRTLNAW. The MHC is HLA-A23:01 with pseudo-sequence HLA-A23:01. The binding affinity (normalized) is 0.0199. (3) The peptide sequence is GSDCTTIHY. The MHC is HLA-A01:01 with pseudo-sequence HLA-A01:01. The binding affinity (normalized) is 0.586. (4) The peptide sequence is SISGVLWTV. The MHC is HLA-A02:01 with pseudo-sequence HLA-A02:01. The binding affinity (normalized) is 0.775. (5) The peptide sequence is LPWTKISET. The MHC is HLA-A24:02 with pseudo-sequence HLA-A24:02. The binding affinity (normalized) is 0. (6) The MHC is HLA-A24:02 with pseudo-sequence HLA-A24:02. The binding affinity (normalized) is 0.408. The peptide sequence is KFWYVNHTGF. (7) The peptide sequence is YAYEPGSVM. The MHC is HLA-B83:01 with pseudo-sequence HLA-B83:01. The binding affinity (normalized) is 0.213. (8) The peptide sequence is NIEVKLFIV. The MHC is HLA-A02:03 with pseudo-sequence HLA-A02:03. The binding affinity (normalized) is 0.409. (9) The peptide sequence is SMTYLYNKY. The MHC is HLA-A02:02 with pseudo-sequence HLA-A02:02. The binding affinity (normalized) is 0.01000. (10) The binding affinity (normalized) is 0.0847. The MHC is HLA-A11:01 with pseudo-sequence HLA-A11:01. The peptide sequence is AVRQFRASV.